From a dataset of Reaction yield outcomes from USPTO patents with 853,638 reactions. Predict the reaction yield, written as a fraction of the theoretical maximum amount of product (1.0 means a 100% yield; for example, 0.34 means a 34% yield). (1) The reactants are C[Si]([N-][Si](C)(C)C)(C)C.[Li+].[CH3:11][CH:12]([C@H:14]1[CH2:19][O:18][C:16](=[O:17])[CH2:15]1)[CH3:13].[CH2:20](I)[C:21]1[CH:26]=[CH:25][CH:24]=[CH:23][CH:22]=1. The catalyst is C1COCC1. The product is [CH2:20]([C@@H:15]1[C@@H:14]([CH:12]([CH3:13])[CH3:11])[CH2:19][O:18][C:16]1=[O:17])[C:21]1[CH:26]=[CH:25][CH:24]=[CH:23][CH:22]=1. The yield is 0.580. (2) The reactants are C(OC(=O)[NH:10][CH:11]([C:16]([N:18]1[CH2:22][CH2:21][CH:20]2[N:23]([CH:35]3[CH2:40][CH2:39][O:38][CH2:37][CH2:36]3)[CH2:24][CH:25]([O:26][C:27]3[CH:32]=[CH:31][C:30]([F:33])=[C:29]([F:34])[CH:28]=3)[CH:19]12)=[O:17])[C:12]([CH3:15])([CH3:14])[CH3:13])C1C=CC=CC=1. The catalyst is CO. The product is [NH2:10][CH:11]([C:12]([CH3:15])([CH3:14])[CH3:13])[C:16]([N:18]1[CH2:22][CH2:21][CH:20]2[N:23]([CH:35]3[CH2:40][CH2:39][O:38][CH2:37][CH2:36]3)[CH2:24][CH:25]([O:26][C:27]3[CH:32]=[CH:31][C:30]([F:33])=[C:29]([F:34])[CH:28]=3)[CH:19]12)=[O:17]. The yield is 0.960. (3) The reactants are [NH2:1][C:2]1[CH:7]=[CH:6][C:5]([C:8]2[CH:9]=[C:10]3[N:15]([C:16](=[O:18])[CH:17]=2)[CH:14]=[C:13]([F:19])[CH:12]=[CH:11]3)=[CH:4][C:3]=1[OH:20].C(OC)(OC)OC.[C:28](O)([C:30](F)(F)F)=O. No catalyst specified. The product is [F:19][C:13]1[CH:12]=[CH:11][C:10]2[N:15]([C:16](=[O:18])[CH:17]=[C:8]([C:5]3[CH:6]=[CH:7][C:2]4[N:1]=[C:28]([CH3:30])[O:20][C:3]=4[CH:4]=3)[CH:9]=2)[CH:14]=1. The yield is 0.990.